This data is from Reaction yield outcomes from USPTO patents with 853,638 reactions. The task is: Predict the reaction yield, written as a fraction of the theoretical maximum amount of product (1.0 means a 100% yield; for example, 0.34 means a 34% yield). (1) The reactants are [CH3:1][CH:2]([CH3:15])[CH2:3][CH2:4][NH:5][C:6]([C:8]1[N:9]=[N:10][C:11](Cl)=[CH:12][CH:13]=1)=[O:7].[NH:16]1[CH2:21][CH2:20][NH:19][CH2:18][CH2:17]1. The catalyst is C(#N)C. The product is [CH3:1][CH:2]([CH3:15])[CH2:3][CH2:4][NH:5][C:6]([C:8]1[N:9]=[N:10][C:11]([N:16]2[CH2:21][CH2:20][NH:19][CH2:18][CH2:17]2)=[CH:12][CH:13]=1)=[O:7]. The yield is 0.880. (2) The reactants are [CH2:1]([SH:4])[CH2:2][CH3:3].[C:5]12([NH:15][C:16](=[O:25])[C:17]3[CH:22]=[CH:21][C:20]([Cl:23])=[N:19][C:18]=3Cl)[CH2:14][CH:9]3[CH2:10][CH:11]([CH2:13][CH:7]([CH2:8]3)[CH2:6]1)[CH2:12]2.C(=O)([O-])[O-].[K+].[K+]. The catalyst is C(#N)CCC.CCOC(C)=O. The product is [C:5]12([NH:15][C:16](=[O:25])[C:17]3[CH:22]=[CH:21][C:20]([Cl:23])=[N:19][C:18]=3[S:4][CH2:1][CH2:2][CH3:3])[CH2:6][CH:7]3[CH2:8][CH:9]([CH2:10][CH:11]([CH2:13]3)[CH2:12]1)[CH2:14]2. The yield is 1.00. (3) The reactants are Cl.[Cl:2][C:3]1[CH:8]=[C:7]([NH:9][C@H:10]2[CH2:15][CH2:14][C@H:13]([C:16]([OH:18])=O)[CH2:12][CH2:11]2)[C:6]([N+:19]([O-:21])=[O:20])=[CH:5][N:4]=1.S(Cl)(Cl)=O.[CH3:26][CH:27]([NH2:29])[CH3:28]. The catalyst is C1COCC1.C(Cl)Cl. The product is [Cl:2][C:3]1[CH:8]=[C:7]([NH:9][C@H:10]2[CH2:11][CH2:12][C@H:13]([C:16]([NH:29][CH:27]([CH3:28])[CH3:26])=[O:18])[CH2:14][CH2:15]2)[C:6]([N+:19]([O-:21])=[O:20])=[CH:5][N:4]=1. The yield is 0.616. (4) The reactants are [NH:1]1[CH:5]=[C:4]([C:6]2[CH:11]=[CH:10][N:9]=[C:8]3[N:12]([CH2:15][O:16][CH2:17][CH2:18][Si:19]([CH3:22])([CH3:21])[CH3:20])[CH:13]=[CH:14][C:7]=23)[CH:3]=[N:2]1.[CH2:23]([O:25][C:26](=[O:31])[CH:27]=[C:28]([CH3:30])[CH3:29])[CH3:24].C(=O)([O-])[O-].[Cs+].[Cs+]. The catalyst is CN(C=O)C.O. The product is [CH3:29][C:28]([N:1]1[CH:5]=[C:4]([C:6]2[CH:11]=[CH:10][N:9]=[C:8]3[N:12]([CH2:15][O:16][CH2:17][CH2:18][Si:19]([CH3:22])([CH3:21])[CH3:20])[CH:13]=[CH:14][C:7]=23)[CH:3]=[N:2]1)([CH3:30])[CH2:27][C:26]([O:25][CH2:23][CH3:24])=[O:31]. The yield is 0.790. (5) The reactants are [Cl:1]/[C:2](/[C:6]1[CH:11]=[CH:10][C:9]([Cl:12])=[CH:8][CH:7]=1)=[CH:3]\[CH2:4]O.S(Cl)([Cl:15])=O. The catalyst is C1(C)C=CC=CC=1.CN(C)C=O. The product is [Cl:12][C:9]1[CH:10]=[CH:11][C:6](/[C:2](/[Cl:1])=[CH:3]/[CH2:4][Cl:15])=[CH:7][CH:8]=1. The yield is 1.00. (6) The reactants are [C:1]([O:7][C:8]([CH3:11])([CH3:10])[CH3:9])(=[O:6])[CH2:2][C:3]([CH3:5])=O.[F:12][C:13]1[CH:20]=[CH:19][C:18]([Br:21])=[CH:17][C:14]=1[CH:15]=O.[NH4+:22].[OH-:23]. The catalyst is CCO.C(Cl)Cl. The product is [Br:21][C:18]1[CH:19]=[CH:20][C:13]([F:12])=[C:14]([CH:15]2[C:2]([C:1]([O:7][C:8]([CH3:11])([CH3:10])[CH3:9])=[O:6])=[C:3]([CH3:5])[NH:22][C:3]([CH3:5])=[C:2]2[C:1]([O:7][C:8]([CH3:11])([CH3:10])[CH3:9])=[O:23])[CH:17]=1. The yield is 0.0200. (7) The reactants are [Br:1][C:2]1[CH:11]=[CH:10][CH:9]=[CH:8][C:3]=1C(OC)=O.[CH3:12][Mg+].[Br-].Cl.CCO[C:19]([CH3:21])=[O:20]. The catalyst is C1COCC1. The product is [Br:1][C:2]1[CH:11]=[CH:10][CH:9]=[CH:8][C:3]=1[C:19]([OH:20])([CH3:21])[CH3:12]. The yield is 0.910. (8) The reactants are [OH:1][N:2]=[C:3]([C:5]1[CH:10]=[CH:9][C:8]([CH2:11][N:12]2[C:20]3[C:15](=[CH:16][CH:17]=[CH:18][CH:19]=3)[C:14]3([CH2:24][O:23][C:22]4[CH:25]=[C:26]5[C:30](=[CH:31][C:21]3=4)[CH2:29][CH2:28][O:27]5)[C:13]2=[O:32])=[CH:7][CH:6]=1)[NH2:4].[F:33][C:34]([F:45])([F:44])[C:35](O[C:35](=O)[C:34]([F:45])([F:44])[F:33])=O. The catalyst is N1C=CC=CC=1. The product is [F:33][C:34]([F:45])([F:44])[C:35]1[O:1][N:2]=[C:3]([C:5]2[CH:10]=[CH:9][C:8]([CH2:11][N:12]3[C:20]4[C:15](=[CH:16][CH:17]=[CH:18][CH:19]=4)[C:14]4([CH2:24][O:23][C:22]5[CH:25]=[C:26]6[C:30](=[CH:31][C:21]4=5)[CH2:29][CH2:28][O:27]6)[C:13]3=[O:32])=[CH:7][CH:6]=2)[N:4]=1. The yield is 0.710.